Dataset: NCI-60 drug combinations with 297,098 pairs across 59 cell lines. Task: Regression. Given two drug SMILES strings and cell line genomic features, predict the synergy score measuring deviation from expected non-interaction effect. Drug 1: CCCCC(=O)OCC(=O)C1(CC(C2=C(C1)C(=C3C(=C2O)C(=O)C4=C(C3=O)C=CC=C4OC)O)OC5CC(C(C(O5)C)O)NC(=O)C(F)(F)F)O. Drug 2: CC(C)NC(=O)C1=CC=C(C=C1)CNNC.Cl. Cell line: HCT-15. Synergy scores: CSS=57.4, Synergy_ZIP=0.321, Synergy_Bliss=-1.69, Synergy_Loewe=-13.6, Synergy_HSA=-0.419.